Dataset: Reaction yield outcomes from USPTO patents with 853,638 reactions. Task: Predict the reaction yield, written as a fraction of the theoretical maximum amount of product (1.0 means a 100% yield; for example, 0.34 means a 34% yield). The reactants are [F:1][C:2]1[C:7]([F:8])=[C:6]([F:9])[C:5]([F:10])=[C:4]([F:11])[C:3]=1[C:12](=O)[CH3:13].[NH2:15][C:16]([NH2:18])=[S:17]. No catalyst specified. The product is [NH2:18][C:16]1[S:17][CH:13]=[C:12]([C:3]2[C:2]([F:1])=[C:7]([F:8])[C:6]([F:9])=[C:5]([F:10])[C:4]=2[F:11])[N:15]=1. The yield is 0.867.